From a dataset of Forward reaction prediction with 1.9M reactions from USPTO patents (1976-2016). Predict the product of the given reaction. (1) Given the reactants [CH:1]1([C@@H:7]([NH:9][C:10]([C:12]2[C:21]3[C:16](=[CH:17][CH:18]=[CH:19][CH:20]=3)[N:15]=[C:14]([C:22]3[S:23][CH:24]=[CH:25][CH:26]=3)[C:13]=2[CH2:27][N:28]2[CH2:33][CH2:32][N:31]([CH2:34]COCCOC3CCCCO3)[C:30](=[O:46])[CH2:29]2)=[O:11])[CH3:8])[CH2:6][CH2:5][CH2:4][CH2:3][CH2:2]1.ClC[CH2:49][CH2:50][O:51]C1CCCCO1.Cl, predict the reaction product. The product is: [CH:1]1([C@@H:7]([NH:9][C:10]([C:12]2[C:21]3[C:16](=[CH:17][CH:18]=[CH:19][CH:20]=3)[N:15]=[C:14]([C:22]3[S:23][CH:24]=[CH:25][CH:26]=3)[C:13]=2[CH2:27][N:28]2[CH2:33][CH2:32][N:31]([CH2:34][CH2:49][CH2:50][OH:51])[C:30](=[O:46])[CH2:29]2)=[O:11])[CH3:8])[CH2:2][CH2:3][CH2:4][CH2:5][CH2:6]1. (2) The product is: [CH2:13]([C:10]1[NH:9][C:8]([C:6]([OH:7])=[O:5])=[CH:12][CH:11]=1)[CH2:14][C:15]1[CH:20]=[CH:19][CH:18]=[CH:17][CH:16]=1. Given the reactants [OH-].[Na+].C([O:5][C:6]([C:8]1[NH:9][C:10]([CH2:13][CH2:14][C:15]2[CH:20]=[CH:19][CH:18]=[CH:17][CH:16]=2)=[CH:11][CH:12]=1)=[O:7])C.CC(O)C, predict the reaction product. (3) Given the reactants Br[C:2]1[CH:7]=[C:6]([F:8])[CH:5]=[CH:4][C:3]=1[O:9][CH3:10].[Li][C:12]([CH3:15])(C)[CH3:13].CCCCC.C1C[O:24]CC1, predict the reaction product. The product is: [F:8][C:6]1[CH:5]=[CH:4][C:3]([O:9][CH3:10])=[C:2]([CH2:13][C@H:12]([OH:24])[CH3:15])[CH:7]=1.